This data is from Reaction yield outcomes from USPTO patents with 853,638 reactions. The task is: Predict the reaction yield, written as a fraction of the theoretical maximum amount of product (1.0 means a 100% yield; for example, 0.34 means a 34% yield). The reactants are [C:1]([CH:4]1[CH2:9][CH2:8][CH2:7][CH2:6][N:5]1[C:10]([O:12][C:13]([CH3:16])([CH3:15])[CH3:14])=[O:11])(=O)[NH2:2].COC1C=CC(P2(SP(C3C=CC(OC)=CC=3)(=S)S2)=[S:26])=CC=1.N#N. The catalyst is C1(C)C=CC=CC=1.C(OCC)(=O)C. The product is [C:1]([CH:4]1[CH2:9][CH2:8][CH2:7][CH2:6][N:5]1[C:10]([O:12][C:13]([CH3:16])([CH3:15])[CH3:14])=[O:11])(=[S:26])[NH2:2]. The yield is 0.150.